This data is from Forward reaction prediction with 1.9M reactions from USPTO patents (1976-2016). The task is: Predict the product of the given reaction. (1) Given the reactants C[O:2][C:3](=[O:38])[C:4]([CH3:37])([CH3:36])[CH2:5][NH:6][C:7]([C:9]1[C:10]([OH:35])=[C:11]2[C:16](=[C:17]([C:19]#[N:20])[N:18]=1)[N:15]([CH2:21][C:22]1[CH:27]=[CH:26][CH:25]=[CH:24][CH:23]=1)[C:14](=[O:28])[C:13]([C:29]1[CH:34]=[CH:33][CH:32]=[CH:31][CH:30]=1)=[CH:12]2)=[O:8].[OH-].[Na+].Cl, predict the reaction product. The product is: [CH2:21]([N:15]1[C:16]2[C:11](=[C:10]([OH:35])[C:9]([C:7]([NH:6][CH2:5][C:4]([CH3:37])([CH3:36])[C:3]([OH:38])=[O:2])=[O:8])=[N:18][C:17]=2[C:19]#[N:20])[CH:12]=[C:13]([C:29]2[CH:30]=[CH:31][CH:32]=[CH:33][CH:34]=2)[C:14]1=[O:28])[C:22]1[CH:27]=[CH:26][CH:25]=[CH:24][CH:23]=1. (2) Given the reactants [C:1]([O:5][C:6]([NH:8][C@@H:9]([CH2:14][CH:15]1[CH2:20][CH2:19][C:18]([F:22])([F:21])[CH2:17][CH2:16]1)[C:10](OC)=[O:11])=[O:7])([CH3:4])([CH3:3])[CH3:2].[BH4-].[Na+], predict the reaction product. The product is: [F:21][C:18]1([F:22])[CH2:17][CH2:16][CH:15]([CH2:14][C@H:9]([NH:8][C:6](=[O:7])[O:5][C:1]([CH3:2])([CH3:4])[CH3:3])[CH2:10][OH:11])[CH2:20][CH2:19]1. (3) Given the reactants Br[CH2:2][C:3]#[N:4].C(N(CC)C(C)C)(C)C.[C:14]([O:18][C:19]([NH:21][C@@H:22]([CH2:26][CH2:27][CH2:28][CH2:29][NH:30][C:31]([C@@H:33]1[CH2:37][S:36][CH2:35][N:34]1[C:38]([O:40][C:41]([CH3:44])([CH3:43])[CH3:42])=[O:39])=[O:32])[C:23]([OH:25])=[O:24])=[O:20])([CH3:17])([CH3:16])[CH3:15], predict the reaction product. The product is: [C:14]([O:18][C:19]([NH:21][C@H:22]([C:23]([O:25][CH2:2][C:3]#[N:4])=[O:24])[CH2:26][CH2:27][CH2:28][CH2:29][NH:30][C:31]([C@@H:33]1[CH2:37][S:36][CH2:35][N:34]1[C:38]([O:40][C:41]([CH3:44])([CH3:43])[CH3:42])=[O:39])=[O:32])=[O:20])([CH3:17])([CH3:16])[CH3:15]. (4) The product is: [NH2:6][C:3]1[CH:4]=[CH:5][N:1]([C:9]([O:11][C:12]([CH3:15])([CH3:14])[CH3:13])=[O:10])[N:2]=1. Given the reactants [NH:1]1[CH:5]=[CH:4][C:3]([NH2:6])=[N:2]1.[H-].[Na+].[C:9](O[C:9]([O:11][C:12]([CH3:15])([CH3:14])[CH3:13])=[O:10])([O:11][C:12]([CH3:15])([CH3:14])[CH3:13])=[O:10], predict the reaction product.